Predict which catalyst facilitates the given reaction. From a dataset of Catalyst prediction with 721,799 reactions and 888 catalyst types from USPTO. (1) Reactant: C([Li])CCC.Br[C:7]1[CH:12]=[CH:11][CH:10]=[C:9]([Br:13])[N:8]=1.CN(C)[CH:16]=[O:17].[BH4-].[Na+]. Product: [Br:13][C:9]1[N:8]=[C:7]([CH2:16][OH:17])[CH:12]=[CH:11][CH:10]=1. The catalyst class is: 214. (2) Reactant: [CH2:1]([O:3][C:4]([C:6]1([CH2:25][C:26]2[CH:31]=[CH:30][CH:29]=[CH:28][CH:27]=2)[CH2:11][CH2:10][N:9]([CH2:12]CNC(OCC2C=CC=CC=2)=O)[CH2:8][CH2:7]1)=[O:5])[CH3:2]. Product: [CH2:1]([O:3][C:4]([C:6]1([CH2:25][C:26]2[CH:31]=[CH:30][CH:29]=[CH:28][CH:27]=2)[CH2:7][CH2:8][N:9]([CH2:12][C:26]2[CH:31]=[CH:30][CH:29]=[CH:28][CH:27]=2)[CH2:10][CH2:11]1)=[O:5])[CH3:2]. The catalyst class is: 19. (3) Reactant: [C:1]([C:5]1[CH:6]=[CH:7][C:8]([O:12][CH:13]2[CH2:17][CH2:16][O:15][CH2:14]2)=[C:9]([CH:11]=1)[NH2:10])([CH3:4])([CH3:3])[CH3:2].[C:18]1([CH3:27])[CH:23]=[CH:22][C:21]([N:24]=[C:25]=[O:26])=[CH:20][CH:19]=1. Product: [C:1]([C:5]1[CH:6]=[CH:7][C:8]([O:12][CH:13]2[CH2:17][CH2:16][O:15][CH2:14]2)=[C:9]([NH:10][C:25]([NH:24][C:21]2[CH:22]=[CH:23][C:18]([CH3:27])=[CH:19][CH:20]=2)=[O:26])[CH:11]=1)([CH3:4])([CH3:2])[CH3:3]. The catalyst class is: 11. (4) Reactant: [C:1]([C:3]1[C:4]([CH3:18])=[CH:5][C:6]([NH:10][C:11](=[O:17])[O:12][C:13]([CH3:16])([CH3:15])[CH3:14])=[N:7][C:8]=1[CH3:9])#[N:2].N.CO.[H][H]. Product: [NH2:2][CH2:1][C:3]1[C:4]([CH3:18])=[CH:5][C:6]([NH:10][C:11](=[O:17])[O:12][C:13]([CH3:14])([CH3:15])[CH3:16])=[N:7][C:8]=1[CH3:9]. The catalyst class is: 227. (5) Reactant: [C:1]([O:5][C:6]([N:8]([CH2:17][C:18]1[CH:33]=[CH:32][C:21]([O:22][C:23]2[CH:31]=[CH:30][C:26]([C:27]([OH:29])=O)=[CH:25][N:24]=2)=[CH:20][CH:19]=1)[CH2:9][CH2:10][C:11]1[CH:16]=[CH:15][CH:14]=[CH:13][CH:12]=1)=[O:7])([CH3:4])([CH3:3])[CH3:2].C(Cl)CCl.C1C=C[C:41]2N(O)N=[N:44][C:42]=2C=1.CCN(C(C)C)C(C)C.Cl.CN.C(O)(=O)CC(CC(O)=O)(C(O)=O)O.C([O-])(O)=O.[Na+]. Product: [C:1]([O:5][C:6](=[O:7])[N:8]([CH2:17][C:18]1[CH:19]=[CH:20][C:21]([O:22][C:23]2[CH:31]=[CH:30][C:26]([C:27](=[O:29])[NH:44][CH2:42][CH3:41])=[CH:25][N:24]=2)=[CH:32][CH:33]=1)[CH2:9][CH2:10][C:11]1[CH:12]=[CH:13][CH:14]=[CH:15][CH:16]=1)([CH3:2])([CH3:4])[CH3:3]. The catalyst class is: 2.